This data is from Reaction yield outcomes from USPTO patents with 853,638 reactions. The task is: Predict the reaction yield, written as a fraction of the theoretical maximum amount of product (1.0 means a 100% yield; for example, 0.34 means a 34% yield). (1) The reactants are [CH3:1][O:2][C:3]1[CH:4]=[CH:5][C:6]2[CH:10]=[C:9]([C:11]3[CH:16]=[CH:15][C:14]([O:17][CH3:18])=[CH:13][CH:12]=3)[S:8][C:7]=2[CH:19]=1.C1C(=O)N([Br:27])C(=O)C1. The catalyst is C1COCC1. The product is [Br:27][C:10]1[C:6]2[CH:5]=[CH:4][C:3]([O:2][CH3:1])=[CH:19][C:7]=2[S:8][C:9]=1[C:11]1[CH:12]=[CH:13][C:14]([O:17][CH3:18])=[CH:15][CH:16]=1. The yield is 0.970. (2) The reactants are [Cl:1][C:2]1[C:11]2[NH:10][C:9](=[O:12])[C:8]3[S:13][CH:14]=[CH:15][C:7]=3[C:6]=2[C:5]([C:16]2[CH:31]=[CH:30][C:19]([CH2:20][CH2:21][NH:22]C(=O)OC(C)(C)C)=[CH:18][CH:17]=2)=[C:4]([O:32]C)[CH:3]=1.B(Br)(Br)Br. No catalyst specified. The product is [ClH:1].[NH2:22][CH2:21][CH2:20][C:19]1[CH:30]=[CH:31][C:16]([C:5]2[C:6]3[C:7]4[CH:15]=[CH:14][S:13][C:8]=4[C:9](=[O:12])[NH:10][C:11]=3[C:2]([Cl:1])=[CH:3][C:4]=2[OH:32])=[CH:17][CH:18]=1. The yield is 0.200. (3) The reactants are [CH:1]1([CH:7]([NH:19][C:20]2[CH:21]=[CH:22][C:23]([C:26]([NH:28][CH2:29][CH2:30][C:31]([O:33]CC)=[O:32])=[O:27])=[N:24][CH:25]=2)[C:8]2[O:9][C:10]3[CH:17]=[CH:16][C:15]([F:18])=[CH:14][C:11]=3[C:12]=2[CH3:13])[CH2:6][CH2:5][CH2:4][CH2:3][CH2:2]1.O1CCCC1.[OH-].[Na+]. The catalyst is C(O)C. The product is [CH:1]1([CH:7]([NH:19][C:20]2[CH:21]=[CH:22][C:23]([C:26]([NH:28][CH2:29][CH2:30][C:31]([OH:33])=[O:32])=[O:27])=[N:24][CH:25]=2)[C:8]2[O:9][C:10]3[CH:17]=[CH:16][C:15]([F:18])=[CH:14][C:11]=3[C:12]=2[CH3:13])[CH2:6][CH2:5][CH2:4][CH2:3][CH2:2]1. The yield is 0.950. (4) The reactants are [N+:1]([C:4]1[CH:5]=[CH:6][C:7]([C:23]([N:25]2[CH2:30][CH2:29][CH2:28][CH2:27][CH2:26]2)=[O:24])=[C:8]([NH:10][S:11]([C:14]2[C:19]3=[N:20][S:21][N:22]=[C:18]3[CH:17]=[CH:16][CH:15]=2)(=[O:13])=[O:12])[CH:9]=1)([O-])=O. The catalyst is CCOC(C)=O.C(Cl)Cl. The product is [NH2:1][C:4]1[CH:5]=[CH:6][C:7]([C:23]([N:25]2[CH2:26][CH2:27][CH2:28][CH2:29][CH2:30]2)=[O:24])=[C:8]([NH:10][S:11]([C:14]2[C:19]3=[N:20][S:21][N:22]=[C:18]3[CH:17]=[CH:16][CH:15]=2)(=[O:13])=[O:12])[CH:9]=1. The yield is 0.820. (5) The reactants are ClC(Cl)(O[C:5](=[O:11])OC(Cl)(Cl)Cl)Cl.[CH3:13][O:14][C:15]([NH:17][NH:18][CH:19]([CH3:21])[CH3:20])=[O:16].CCN(C(C)C)C(C)C.[Br:31][C:32]1[CH:37]=[CH:36][C:35]([C:38]2[NH:42][C:41]([CH:43]3[CH2:47][CH2:46][CH2:45][NH:44]3)=[N:40][CH:39]=2)=[CH:34][CH:33]=1. The catalyst is C(Cl)Cl. The product is [CH3:13][O:14][C:15]([NH:17][N:18]([C:5]([N:44]1[CH2:45][CH2:46][CH2:47][CH:43]1[C:41]1[NH:42][C:38]([C:35]2[CH:36]=[CH:37][C:32]([Br:31])=[CH:33][CH:34]=2)=[CH:39][N:40]=1)=[O:11])[CH:19]([CH3:21])[CH3:20])=[O:16]. The yield is 0.160. (6) The reactants are [CH3:1][O:2][C:3]1[CH:4]=[C:5]2[C:20](=[CH:21][CH:22]=1)[C:19](=[O:23])[C:7]1([CH2:12][CH2:11][N:10]([CH:13]3[CH2:17][CH2:16][NH:15][C:14]3=[O:18])[CH2:9][CH2:8]1)[CH2:6]2.Cl[CH2:25][C:26]1[NH:27][C:28](=[O:36])[C:29]2[CH2:35][O:34][CH2:33][CH2:32][C:30]=2[N:31]=1.[H-].[Na+]. The catalyst is C1COCC1.CN(C=O)C.CCOCC. The product is [CH3:1][O:2][C:3]1[CH:4]=[C:5]2[C:20](=[CH:21][CH:22]=1)[C:19](=[O:23])[C:7]1([CH2:8][CH2:9][N:10]([CH:13]3[CH2:17][CH2:16][N:15]([CH2:25][C:26]4[NH:27][C:28](=[O:36])[C:29]5[CH2:35][O:34][CH2:33][CH2:32][C:30]=5[N:31]=4)[C:14]3=[O:18])[CH2:11][CH2:12]1)[CH2:6]2. The yield is 0.414. (7) The reactants are [Br:1][C:2]1[CH:6]=[C:5]([CH2:7][C:8]2[CH:13]=[CH:12][C:11]([CH2:14]C)=CC=2)[S:4][C:3]=1[CH2:16][CH2:17][OH:18].[CH3:19]N(C=O)C.[C:24](Cl)([C:37]1[CH:42]=[CH:41][CH:40]=[CH:39][CH:38]=1)([C:31]1[CH:36]=[CH:35][CH:34]=[CH:33][CH:32]=1)[C:25]1[CH:30]=[CH:29][CH:28]=[CH:27][CH:26]=1.[CH2:44](N(CC)CC)[CH3:45]. The catalyst is CN(C)C1C=CN=CC=1.O.C(Cl)Cl. The product is [Br:1][C:2]1[C:6]([CH3:19])=[C:5]([C:7]2[CH:8]=[CH:13][C:12]([CH2:11][CH3:14])=[CH:45][CH:44]=2)[S:4][C:3]=1[CH2:16][CH2:17][O:18][C:24]([C:37]1[CH:42]=[CH:41][CH:40]=[CH:39][CH:38]=1)([C:31]1[CH:36]=[CH:35][CH:34]=[CH:33][CH:32]=1)[C:25]1[CH:30]=[CH:29][CH:28]=[CH:27][CH:26]=1. The yield is 0.810. (8) The reactants are Cl[C:2]1[CH:7]=[CH:6][N:5]=[C:4]([N:8]2[CH2:19][CH2:18][C:17]3[C:16]4[CH2:15][C:14]([CH3:21])([CH3:20])[CH2:13][C:12]=4[S:11][C:10]=3[C:9]2=[O:22])[C:3]=1[CH:23]=[O:24].[CH3:25][N:26]1[CH:31]=[C:30](B2OC(C)(C)C(C)(C)O2)[CH:29]=[C:28]([NH:41][C:42]2[CH:47]=[N:46][CH:45]=[CH:44][N:43]=2)[C:27]1=[O:48].[O-]P([O-])([O-])=O.[K+].[K+].[K+].O.O.O.C([O-])(=O)C.[Na+]. The catalyst is O.C1C=CC(P(C2C=CC=CC=2)[C-]2C=CC=C2)=CC=1.C1C=CC(P(C2C=CC=CC=2)[C-]2C=CC=C2)=CC=1.Cl[Pd]Cl.[Fe+2].C(#N)C. The product is [CH3:20][C:14]1([CH3:21])[CH2:13][C:12]2[S:11][C:10]3[C:9](=[O:22])[N:8]([C:4]4[C:3]([CH:23]=[O:24])=[C:2]([C:30]5[CH:29]=[C:28]([NH:41][C:42]6[CH:47]=[N:46][CH:45]=[CH:44][N:43]=6)[C:27](=[O:48])[N:26]([CH3:25])[CH:31]=5)[CH:7]=[CH:6][N:5]=4)[CH2:19][CH2:18][C:17]=3[C:16]=2[CH2:15]1. The yield is 0.540. (9) The reactants are [IH:1].Cl[C:3]1[CH:8]=[C:7]([C:9]2[S:10][CH:11]=[CH:12][CH:13]=2)[N:6]=[CH:5][N:4]=1.[OH-].[Na+]. No catalyst specified. The product is [I:1][C:3]1[CH:8]=[C:7]([C:9]2[S:10][CH:11]=[CH:12][CH:13]=2)[N:6]=[CH:5][N:4]=1. The yield is 0.941.